From a dataset of Full USPTO retrosynthesis dataset with 1.9M reactions from patents (1976-2016). Predict the reactants needed to synthesize the given product. (1) Given the product [CH:44]1[C:42]([OH:43])=[CH:41][C:40]2[O:39][C:35]3[C:34](=[N+:47]([O-:48])[C:46]=2[CH:45]=1)[CH:33]=[CH:32][C:37](=[O:38])[CH:36]=3, predict the reactants needed to synthesize it. The reactants are: COC1C=C2N=CN=C(NC3C=CC(F)=C(Cl)C=3)C2=CC=1OCCCN1CCOCC1.[CH:32]1[C:37]([O-:38])=[CH:36][C:35]2[O:39][C:40]3[C:46](=[N+:47]([O-:48])[C:34]=2[CH:33]=1)[CH:45]=[CH:44][C:42](=[O:43])[CH:41]=3.[Na+]. (2) Given the product [CH3:13][O:12][C:10]1[C:9]([S:14][CH2:15][C:16]2[CH:21]=[CH:20][C:19]([C:22]3[CH:27]=[CH:26][C:25]([C:28]([F:30])([F:31])[F:29])=[CH:24][CH:23]=3)=[CH:18][C:17]=2[CH3:32])=[CH:8][C:7]([CH3:33])=[C:6]([CH:11]=1)[O:5][CH2:4][C:3]([OH:34])=[O:2], predict the reactants needed to synthesize it. The reactants are: C[O:2][C:3](=[O:34])[CH2:4][O:5][C:6]1[CH:11]=[C:10]([O:12][CH3:13])[C:9]([S:14][CH2:15][C:16]2[CH:21]=[CH:20][C:19]([C:22]3[CH:27]=[CH:26][C:25]([C:28]([F:31])([F:30])[F:29])=[CH:24][CH:23]=3)=[CH:18][C:17]=2[CH3:32])=[CH:8][C:7]=1[CH3:33].